Dataset: Full USPTO retrosynthesis dataset with 1.9M reactions from patents (1976-2016). Task: Predict the reactants needed to synthesize the given product. The reactants are: [Cl:1][C:2]1[CH:3]=[C:4](B(O)O)[CH:5]=[N:6][C:7]=1[Cl:8].Br[C:13]1[CH:25]=[CH:24][C:16]([C:17]([NH:19][S:20]([CH3:23])(=[O:22])=[O:21])=[O:18])=[CH:15][C:14]=1[O:26][CH3:27].C1(OC)CCCC1.C(=O)([O-])[O-].[Na+].[Na+]. Given the product [Cl:1][C:2]1[CH:3]=[C:4]([C:13]2[CH:25]=[CH:24][C:16]([C:17]([NH:19][S:20]([CH3:23])(=[O:22])=[O:21])=[O:18])=[CH:15][C:14]=2[O:26][CH3:27])[CH:5]=[N:6][C:7]=1[Cl:8], predict the reactants needed to synthesize it.